Predict the reactants needed to synthesize the given product. From a dataset of Full USPTO retrosynthesis dataset with 1.9M reactions from patents (1976-2016). (1) Given the product [Br:18][C:5]1[CH:6]=[C:7]([C:14]([OH:16])=[O:15])[CH:8]=[C:9]2[C:4]=1[O:3][C:2]([CH3:17])([CH3:1])[CH2:11][C:10]2([CH3:12])[CH3:13], predict the reactants needed to synthesize it. The reactants are: [CH3:1][C:2]1([CH3:17])[CH2:11][C:10]([CH3:13])([CH3:12])[C:9]2[C:4](=[CH:5][CH:6]=[C:7]([C:14]([OH:16])=[O:15])[CH:8]=2)[O:3]1.[Br:18]Br. (2) Given the product [CH3:1][C:2]1[CH:7]=[C:6]([CH3:8])[CH:5]=[CH:4][C:3]=1[N:9]([CH2:26][CH:27]([CH3:29])[CH3:28])[S:10]([C:13]1[CH:18]=[CH:17][C:16]([CH2:19][CH2:20][CH2:21][C:22]([OH:24])=[O:23])=[CH:15][CH:14]=1)(=[O:12])=[O:11], predict the reactants needed to synthesize it. The reactants are: [CH3:1][C:2]1[CH:7]=[C:6]([CH3:8])[CH:5]=[CH:4][C:3]=1[N:9]([CH2:26][CH:27]([CH3:29])[CH3:28])[S:10]([C:13]1[CH:18]=[CH:17][C:16]([CH2:19][CH2:20][CH2:21][C:22]([O:24]C)=[O:23])=[CH:15][CH:14]=1)(=[O:12])=[O:11].[OH-].[Li+]. (3) Given the product [S:1]1[CH:5]=[CH:4][CH:3]=[C:2]1[C:6]1([C:10]([O:12][CH3:15])=[O:11])[CH2:7][CH2:8][CH2:9]1, predict the reactants needed to synthesize it. The reactants are: [S:1]1[CH:5]=[CH:4][CH:3]=[C:2]1[C:6]1([C:10]([OH:12])=[O:11])[CH2:9][CH2:8][CH2:7]1.CI.[C:15](=O)([O-])O.[K+]. (4) Given the product [F:1][C:2]1[CH:7]=[CH:6][C:5]([F:8])=[CH:4][C:3]=1[CH:9]([N+:10]#[C-:11])[S:13]([C:16]1[CH:22]=[CH:21][C:19]([CH3:20])=[CH:18][CH:17]=1)(=[O:14])=[O:15], predict the reactants needed to synthesize it. The reactants are: [F:1][C:2]1[CH:7]=[CH:6][C:5]([F:8])=[CH:4][C:3]=1[CH:9]([S:13]([C:16]1[CH:22]=[CH:21][C:19]([CH3:20])=[CH:18][CH:17]=1)(=[O:15])=[O:14])[NH:10][CH:11]=O.P(Cl)(Cl)(Cl)=O.